From a dataset of Forward reaction prediction with 1.9M reactions from USPTO patents (1976-2016). Predict the product of the given reaction. (1) Given the reactants Cl[C:2]1[N:7]=[C:6]([O:8][CH3:9])[N:5]=[C:4]([NH:10][CH2:11][CH2:12][C:13]2[CH:18]=[CH:17][C:16]([Cl:19])=[CH:15][C:14]=2[Cl:20])[CH:3]=1.[C:21]([C:24]([C:27]1[CH:28]=[C:29](B(O)O)[CH:30]=[CH:31][CH:32]=1)([CH3:26])[CH3:25])([OH:23])=[O:22].O.Cl, predict the reaction product. The product is: [Cl:20][C:14]1[CH:15]=[C:16]([Cl:19])[CH:17]=[CH:18][C:13]=1[CH2:12][CH2:11][NH:10][C:4]1[N:5]=[C:6]([O:8][CH3:9])[N:7]=[C:2]([C:29]2[CH:28]=[C:27]([C:24]([CH3:26])([CH3:25])[C:21]([OH:23])=[O:22])[CH:32]=[CH:31][CH:30]=2)[CH:3]=1. (2) The product is: [CH3:1][O:2][C:3](=[O:18])[CH:4]([NH:10][C:11]([O:13][C:14]([CH3:17])([CH3:16])[CH3:15])=[O:12])[CH2:5][S:6][C:9]1[CH:24]=[CH:25][C:20]([Br:19])=[CH:21][CH:22]=1. Given the reactants [CH3:1][O:2][C:3](=[O:18])[CH:4]([NH:10][C:11]([O:13][C:14]([CH3:17])([CH3:16])[CH3:15])=[O:12])[CH2:5][S:6]([CH3:9])(=O)=O.[Br:19][C:20]1[CH:25]=[CH:24]C(S)=[CH:22][CH:21]=1.C([O-])([O-])=O.[Cs+].[Cs+].Cl, predict the reaction product.